This data is from NCI-60 drug combinations with 297,098 pairs across 59 cell lines. The task is: Regression. Given two drug SMILES strings and cell line genomic features, predict the synergy score measuring deviation from expected non-interaction effect. (1) Drug 1: C1CCC(C(C1)N)N.C(=O)(C(=O)[O-])[O-].[Pt+4]. Drug 2: C(CN)CNCCSP(=O)(O)O. Cell line: OVCAR3. Synergy scores: CSS=10.3, Synergy_ZIP=-4.77, Synergy_Bliss=-7.06, Synergy_Loewe=-30.9, Synergy_HSA=-4.90. (2) Drug 2: C1C(C(OC1N2C=NC(=NC2=O)N)CO)O. Synergy scores: CSS=20.8, Synergy_ZIP=3.58, Synergy_Bliss=1.63, Synergy_Loewe=-38.4, Synergy_HSA=-4.02. Cell line: RPMI-8226. Drug 1: COC1=C2C(=CC3=C1OC=C3)C=CC(=O)O2. (3) Drug 1: CC1C(C(=O)NC(C(=O)N2CCCC2C(=O)N(CC(=O)N(C(C(=O)O1)C(C)C)C)C)C(C)C)NC(=O)C3=C4C(=C(C=C3)C)OC5=C(C(=O)C(=C(C5=N4)C(=O)NC6C(OC(=O)C(N(C(=O)CN(C(=O)C7CCCN7C(=O)C(NC6=O)C(C)C)C)C)C(C)C)C)N)C. Drug 2: C1=NC2=C(N=C(N=C2N1C3C(C(C(O3)CO)O)O)F)N. Cell line: SR. Synergy scores: CSS=77.3, Synergy_ZIP=11.8, Synergy_Bliss=9.95, Synergy_Loewe=-7.64, Synergy_HSA=13.1. (4) Drug 1: CN(C)N=NC1=C(NC=N1)C(=O)N. Drug 2: CC12CCC3C(C1CCC2O)C(CC4=C3C=CC(=C4)O)CCCCCCCCCS(=O)CCCC(C(F)(F)F)(F)F. Cell line: UACC62. Synergy scores: CSS=0.0720, Synergy_ZIP=-1.43, Synergy_Bliss=-2.55, Synergy_Loewe=0.488, Synergy_HSA=-1.46. (5) Drug 1: CNC(=O)C1=CC=CC=C1SC2=CC3=C(C=C2)C(=NN3)C=CC4=CC=CC=N4. Synergy scores: CSS=7.31, Synergy_ZIP=-0.688, Synergy_Bliss=5.58, Synergy_Loewe=4.56, Synergy_HSA=4.47. Cell line: OVCAR-4. Drug 2: CC1CCCC2(C(O2)CC(NC(=O)CC(C(C(=O)C(C1O)C)(C)C)O)C(=CC3=CSC(=N3)C)C)C.